Dataset: Forward reaction prediction with 1.9M reactions from USPTO patents (1976-2016). Task: Predict the product of the given reaction. (1) The product is: [F:1][C:2]1[CH:7]=[CH:6][C:5]([C:8]2[CH:12]=[CH:11][N:10]([C:13]3[N:36]=[CH:35][CH:34]=[CH:33][C:14]=3[C:15]([NH:17][CH:18]([CH2:26][C:27]3[CH:28]=[CH:29][CH:30]=[CH:31][CH:32]=3)[CH:19]([OH:25])[C:20]([OH:22])=[O:21])=[O:16])[N:9]=2)=[CH:4][CH:3]=1. Given the reactants [F:1][C:2]1[CH:7]=[CH:6][C:5]([C:8]2[CH:12]=[CH:11][N:10]([C:13]3[N:36]=[CH:35][CH:34]=[CH:33][C:14]=3[C:15]([NH:17][CH:18]([CH2:26][C:27]3[CH:32]=[CH:31][CH:30]=[CH:29][CH:28]=3)[CH:19]([OH:25])[C:20]([O:22]CC)=[O:21])=[O:16])[N:9]=2)=[CH:4][CH:3]=1.O1CCCC1.C(Cl)Cl.CO, predict the reaction product. (2) Given the reactants [CH3:1][C:2]([C:7]1[CH:12]=[CH:11][CH:10]=[CH:9][CH:8]=1)([CH3:6])[C:3](O)=[O:4].CSC.B.CO.O, predict the reaction product. The product is: [CH3:6][C:2]([C:7]1[CH:12]=[CH:11][CH:10]=[CH:9][CH:8]=1)([CH3:1])[CH2:3][OH:4]. (3) The product is: [CH2:23]([N:25]([CH2:29][CH3:30])[C:26]([N:16]1[CH2:17][CH2:18][C:13]2[NH:12][N:11]=[C:10]([C:8]3[NH:7][C:6]4[CH:19]=[CH:20][C:3]([C:2]([F:1])([F:21])[F:22])=[CH:4][C:5]=4[N:9]=3)[C:14]=2[CH2:15]1)=[O:27])[CH3:24]. Given the reactants [F:1][C:2]([F:22])([F:21])[C:3]1[CH:20]=[CH:19][C:6]2[NH:7][C:8]([C:10]3[C:14]4[CH2:15][NH:16][CH2:17][CH2:18][C:13]=4[NH:12][N:11]=3)=[N:9][C:5]=2[CH:4]=1.[CH2:23]([N:25]([CH2:29][CH3:30])[C:26](Cl)=[O:27])[CH3:24], predict the reaction product. (4) Given the reactants [O:1]=[C:2]1[CH:7]=[C:6]([C:8]([NH:10][NH2:11])=O)[CH:5]=[CH:4][N:3]1[CH2:12][O:13][CH2:14][CH2:15][Si:16]([CH3:19])([CH3:18])[CH3:17].[CH3:20][N:21]=[C:22]=[S:23], predict the reaction product. The product is: [SH:23][C:22]1[N:21]([CH3:20])[C:8]([C:6]2[CH:5]=[CH:4][N:3]([CH2:12][O:13][CH2:14][CH2:15][Si:16]([CH3:19])([CH3:18])[CH3:17])[C:2](=[O:1])[CH:7]=2)=[N:10][N:11]=1.